Dataset: Full USPTO retrosynthesis dataset with 1.9M reactions from patents (1976-2016). Task: Predict the reactants needed to synthesize the given product. Given the product [F:1][C:2]1[CH:8]=[CH:7][C:5]([NH:6][C@H:14]2[C@:23]3([OH:13])[C@H:18]([CH2:19][CH2:20][CH2:21][CH2:22]3)[O:17][CH2:16][CH2:15]2)=[CH:4][CH:3]=1, predict the reactants needed to synthesize it. The reactants are: [F:1][C:2]1[CH:8]=[CH:7][C:5]([NH2:6])=[CH:4][CH:3]=1.C[Al](C)C.[O:13]1[C:23]23[C@@H:18]([CH2:19][CH2:20][CH2:21][CH2:22]2)[O:17][CH2:16][CH2:15][C@H:14]13.[OH-].[Na+].